From a dataset of Catalyst prediction with 721,799 reactions and 888 catalyst types from USPTO. Predict which catalyst facilitates the given reaction. (1) Reactant: [I:1][C:2]1[CH:7]=[CH:6][N:5]=[C:4]2[NH:8][N:9]=[CH:10][C:3]=12.[C:11](O[C:11]([O:13][C:14]([CH3:17])([CH3:16])[CH3:15])=[O:12])([O:13][C:14]([CH3:17])([CH3:16])[CH3:15])=[O:12]. Product: [I:1][C:2]1[CH:7]=[CH:6][N:5]=[C:4]2[N:8]([C:11]([O:13][C:14]([CH3:17])([CH3:16])[CH3:15])=[O:12])[N:9]=[CH:10][C:3]=12. The catalyst class is: 143. (2) Reactant: [CH2:1]([O:3][C:4](=[O:14])[C:5]1[CH:10]=[C:9]([NH2:11])[C:8]([NH:12][CH3:13])=[N:7][CH:6]=1)[CH3:2].[NH2:15][C:16]1[S:17][C:18]2[CH:24]=[C:23]([O:25][C:26]([F:29])([F:28])[F:27])[CH:22]=[CH:21][C:19]=2[N:20]=1.[C:30](N1C=CN=C1)(N1C=CN=C1)=S. Product: [CH2:1]([O:3][C:4]([C:5]1[CH:10]=[C:9]2[N:11]=[C:13]([NH:15][C:16]3[S:17][C:18]4[CH:24]=[C:23]([O:25][C:26]([F:29])([F:27])[F:28])[CH:22]=[CH:21][C:19]=4[N:20]=3)[N:12]([CH3:30])[C:8]2=[N:7][CH:6]=1)=[O:14])[CH3:2]. The catalyst class is: 344. (3) Reactant: Cl[C:2]1[N:7]=[C:6]([CH3:8])[C:5]([CH:9]([CH2:14][CH2:15][CH3:16])[C:10]([O:12][CH3:13])=[O:11])=[C:4]([C:17]2[CH:22]=[CH:21][C:20]([CH3:23])=[CH:19][CH:18]=2)[N:3]=1.[O:24]([CH:31]1[CH2:36][CH2:35][CH2:34][NH:33][CH2:32]1)[C:25]1[CH:30]=[CH:29][CH:28]=[CH:27][CH:26]=1.C(N(CC)CC)C. Product: [CH3:8][C:6]1[C:5]([CH:9]([CH2:14][CH2:15][CH3:16])[C:10]([O:12][CH3:13])=[O:11])=[C:4]([C:17]2[CH:22]=[CH:21][C:20]([CH3:23])=[CH:19][CH:18]=2)[N:3]=[C:2]([N:33]2[CH2:34][CH2:35][CH2:36][CH:31]([O:24][C:25]3[CH:30]=[CH:29][CH:28]=[CH:27][CH:26]=3)[CH2:32]2)[N:7]=1. The catalyst class is: 7. (4) Reactant: [N-:1]=[N+:2]=[N-:3].[Na+].CS(O[CH2:10][C@@H:11]([NH:23][C:24]([O:26][C:27]([CH3:30])([CH3:29])[CH3:28])=[O:25])[CH2:12][CH2:13][CH2:14][NH:15][C:16]([O:18][C:19]([CH3:22])([CH3:21])[CH3:20])=[O:17])(=O)=O. Product: [C:19]([O:18][C:16](=[O:17])[NH:15][CH2:14][CH2:13][CH2:12][C@H:11]([NH:23][C:24]([O:26][C:27]([CH3:30])([CH3:29])[CH3:28])=[O:25])[CH2:10][N:1]=[N+:2]=[N-:3])([CH3:22])([CH3:20])[CH3:21]. The catalyst class is: 9. (5) Reactant: Cl[Sn](Cl)(Cl)Cl.C(C1SC=CC=1)C.C(Cl)(=O)C.Cl.[OH-].[Na+].[CH2:20]([C:22]1[S:26][C:25]([C:27](=[O:29])[CH3:28])=[CH:24][CH:23]=1)[CH3:21].C([O-])(=O)C.[Na+].[Br:35]Br. Product: [Br:35][C:23]1[CH:24]=[C:25]([C:27](=[O:29])[CH3:28])[S:26][C:22]=1[CH2:20][CH3:21]. The catalyst class is: 805. (6) Reactant: [F:1][C:2]1[CH:7]=[CH:6][C:5]([CH2:8][C:9]([OH:11])=[O:10])=[CH:4][CH:3]=1.Cl[CH2:13][C:14]([C:16]1[CH:26]=[CH:25][C:19]2[O:20][CH2:21][C:22](=[O:24])[NH:23][C:18]=2[CH:17]=1)=O.C(=O)([O-])[O-].[Cs+].[Cs+].O. Product: [F:1][C:2]1[CH:3]=[CH:4][C:5]([C:8]2[C:9](=[O:11])[O:10][CH2:13][C:14]=2[C:16]2[CH:26]=[CH:25][C:19]3[O:20][CH2:21][C:22](=[O:24])[NH:23][C:18]=3[CH:17]=2)=[CH:6][CH:7]=1. The catalyst class is: 21.